Dataset: Catalyst prediction with 721,799 reactions and 888 catalyst types from USPTO. Task: Predict which catalyst facilitates the given reaction. (1) Reactant: [C:1]([O:5][C:6]([NH:8][CH2:9][C:10]([OH:12])=O)=[O:7])([CH3:4])([CH3:3])[CH3:2].Cl.C(N=C=NCCCN(C)C)C.[CH:25]1[C:35]2[CH:34]=[CH:33][C:32]3[CH:36]=[CH:37][CH:38]=[CH:39][C:31]=3[C:30](=[CH:40][CH2:41][CH2:42][NH:43][CH3:44])[C:29]=2[CH:28]=[CH:27][CH:26]=1.C(N(CC)CC)C.C(=O)([O-])O.[Na+]. Product: [CH:25]1[C:35]2[CH:34]=[CH:33][C:32]3[CH:36]=[CH:37][CH:38]=[CH:39][C:31]=3[C:30](=[CH:40][CH2:41][CH2:42][N:43]([CH3:44])[C:10](=[O:12])[CH2:9][NH:8][C:6](=[O:7])[O:5][C:1]([CH3:2])([CH3:3])[CH3:4])[C:29]=2[CH:28]=[CH:27][CH:26]=1. The catalyst class is: 4. (2) Reactant: [CH2:1]([O:3][C:4]1[C:13]([O:14][CH3:15])=[CH:12][C:11]2[C:10]([C:16]3[CH:24]=[CH:23][C:19]([C:20](O)=[O:21])=[CH:18][CH:17]=3)=[N:9][C@@H:8]3[CH2:25][CH2:26][S:27][CH2:28][C@@H:7]3[C:6]=2[CH:5]=1)[CH3:2].Cl.[CH2:30]([C:32]1[O:36][C:35]([CH2:37][N:38]2[C:43]3[CH:44]=[C:45]([C:47]4[CH:52]=[CH:51][CH:50]=[CH:49][CH:48]=4)[S:46][C:42]=3[C:41](=[O:53])[N:40]([CH:54]3[CH2:59][CH2:58][NH:57][CH2:56][CH2:55]3)[C:39]2=[O:60])=[N:34][CH:33]=1)[CH3:31].CN(C(ON1N=NC2C=CC=CC1=2)=[N+](C)C)C.F[P-](F)(F)(F)(F)F.CCN(C(C)C)C(C)C. Product: [CH2:1]([O:3][C:4]1[C:13]([O:14][CH3:15])=[CH:12][C:11]2[C:10]([C:16]3[CH:17]=[CH:18][C:19]([C:20]([N:57]4[CH2:58][CH2:59][CH:54]([N:40]5[C:41](=[O:53])[C:42]6[S:46][C:45]([C:47]7[CH:52]=[CH:51][CH:50]=[CH:49][CH:48]=7)=[CH:44][C:43]=6[N:38]([CH2:37][C:35]6[O:36][C:32]([CH2:30][CH3:31])=[CH:33][N:34]=6)[C:39]5=[O:60])[CH2:55][CH2:56]4)=[O:21])=[CH:23][CH:24]=3)=[N:9][C@@H:8]3[CH2:25][CH2:26][S:27][CH2:28][C@@H:7]3[C:6]=2[CH:5]=1)[CH3:2]. The catalyst class is: 2. (3) Reactant: F[C:2]1[CH:9]=[CH:8][C:5]([CH:6]=[O:7])=[CH:4][CH:3]=1.[Br:10][C:11]1[CH:16]=[CH:15][CH:14]=[CH:13][C:12]=1[SH:17].C(=O)([O-])[O-].[K+].[K+]. Product: [Br:10][C:11]1[CH:16]=[CH:15][CH:14]=[CH:13][C:12]=1[S:17][C:2]1[CH:9]=[CH:8][C:5]([CH:6]=[O:7])=[CH:4][CH:3]=1. The catalyst class is: 16. (4) Reactant: FC(F)(F)C(O)=O.C([N:12]([CH2:16][CH2:17][NH:18][C:19](=[O:36])[C:20]1[CH:25]=[CH:24][C:23]([O:26][CH2:27][CH2:28][CH2:29][CH2:30][CH2:31][CH2:32][CH2:33][CH2:34][CH3:35])=[CH:22][CH:21]=1)[C:13](=[O:15])O)(C)(C)C.C(N(C(C)C)CC)(C)C.[Cl:46][CH2:47][CH2:48][CH2:49][CH2:50]C(Cl)=O. Product: [Cl:46][CH2:47][CH2:48][CH2:49][CH2:50][C:13]([NH:12][CH2:16][CH2:17][NH:18][C:19](=[O:36])[C:20]1[CH:21]=[CH:22][C:23]([O:26][CH2:27][CH2:28][CH2:29][CH2:30][CH2:31][CH2:32][CH2:33][CH2:34][CH3:35])=[CH:24][CH:25]=1)=[O:15]. The catalyst class is: 4. (5) Reactant: [H-].[Na+].[CH2:3]([N:5]([CH2:13][C:14]1[NH:18][N:17]=[N:16][N:15]=1)[C:6](=[O:12])[O:7][C:8]([CH3:11])([CH3:10])[CH3:9])[CH3:4].IC.[CH3:21]COC(C)=O. Product: [CH2:3]([N:5]([CH2:13][C:14]1[N:15]=[N:16][N:17]([CH3:21])[N:18]=1)[C:6](=[O:12])[O:7][C:8]([CH3:11])([CH3:9])[CH3:10])[CH3:4]. The catalyst class is: 3. (6) Reactant: [CH:1]1([O:6][C:7]2[N:15]=[C:14]3[C:10]([N:11]=[CH:12][NH:13]3)=[C:9]([NH:16][C:17](=[O:24])[C:18]3[CH:23]=[CH:22][CH:21]=[CH:20][CH:19]=3)[N:8]=2)[CH2:5][CH2:4][CH2:3][CH2:2]1.C(O[CH:29]1[O:41][C@H:40]([CH2:42][O:43][C:44](=[O:46])[CH3:45])[C@H:35]([O:36][C:37](=[O:39])[CH3:38])[C@H:30]1[O:31][C:32](=[O:34])[CH3:33])(=O)C.C/C(/O[Si](C)(C)C)=N\[Si](C)(C)C.[Sn](Cl)(Cl)(Cl)Cl.C(=O)(O)[O-].[Na+]. Product: [C:17]([NH:16][C:9]1[N:8]=[C:7]([O:6][CH:1]2[CH2:2][CH2:3][CH2:4][CH2:5]2)[N:15]=[C:14]2[C:10]=1[N:11]=[CH:12][N:13]2[C@@H:29]1[O:41][C@H:40]([CH2:42][O:43][C:44](=[O:46])[CH3:45])[C@H:35]([O:36][C:37](=[O:39])[CH3:38])[C@H:30]1[O:31][C:32](=[O:34])[CH3:33])(=[O:24])[C:18]1[CH:23]=[CH:22][CH:21]=[CH:20][CH:19]=1. The catalyst class is: 290. (7) Reactant: [NH2:1][CH:2]1[CH2:7][CH2:6][N:5]([CH2:8][C@H:9]2[N:19]3[C:20]4[N:11]([C:12](=[O:22])[CH:13]=[CH:14][C:15]=4[CH:16]=[CH:17][C:18]3=[O:21])[CH2:10]2)[CH2:4][CH2:3]1.[F:23][C:24]1[C:32]2[N:31]=[C:30]([CH:33]=O)[NH:29][C:28]=2[CH:27]=[CH:26][CH:25]=1.C(=O)(O)[O-].[Na+].S([O-])([O-])(=O)=O.[Na+].[Na+].C(O[BH-](OC(=O)C)OC(=O)C)(=O)C.[Na+].C(Cl)[Cl:62]. Product: [ClH:62].[ClH:62].[F:23][C:24]1[C:32]2[N:31]=[C:30]([CH2:33][NH:1][CH:2]3[CH2:3][CH2:4][N:5]([CH2:8][C@H:9]4[N:19]5[C:20]6[N:11]([C:12](=[O:22])[CH:13]=[CH:14][C:15]=6[CH:16]=[CH:17][C:18]5=[O:21])[CH2:10]4)[CH2:6][CH2:7]3)[NH:29][C:28]=2[CH:27]=[CH:26][CH:25]=1. The catalyst class is: 5.